This data is from Forward reaction prediction with 1.9M reactions from USPTO patents (1976-2016). The task is: Predict the product of the given reaction. (1) Given the reactants C[Si]([N-][Si](C)(C)C)(C)C.[Li+:10].[C:11]([C:14]1[CH:19]=[CH:18][CH:17]=[CH:16][CH:15]=1)(=[O:13])[CH3:12].[C:20](OCC)(=[O:26])[C:21]([O:23][CH2:24][CH3:25])=[O:22], predict the reaction product. The product is: [CH2:24]([O:23][C:21](=[O:22])/[C:20](/[O-:26])=[CH:12]/[C:11](=[O:13])[C:14]1[CH:19]=[CH:18][CH:17]=[CH:16][CH:15]=1)[CH3:25].[Li+:10]. (2) Given the reactants [CH3:1][N:2]1[CH2:7][CH2:6][N:5]([C:8]2[CH:13]=[CH:12][N:11]=[C:10]([NH2:14])[CH:9]=2)[CH2:4][CH2:3]1.[H-].[Na+].Cl[C:18]1[S:19][CH:20]=[CH:21][N:22]=1, predict the reaction product. The product is: [CH3:1][N:2]1[CH2:7][CH2:6][N:5]([C:8]2[CH:13]=[CH:12][N:11]=[C:10]([NH:14][C:18]3[S:19][CH:20]=[CH:21][N:22]=3)[CH:9]=2)[CH2:4][CH2:3]1. (3) The product is: [CH3:1][N:2]([CH3:17])[C:3]1[N:7]=[C:6]([C:8]2[C:16]3[C:11](=[CH:12][CH:13]=[CH:14][CH:15]=3)[NH:10][CH:9]=2)[C:5](=[O:20])[N:4]=1. Given the reactants [CH3:1][N:2]([CH3:17])[C:3]1[NH:4][CH:5]=[C:6]([C:8]2[C:16]3[C:11](=[CH:12][CH:13]=[CH:14][CH:15]=3)[NH:10][CH:9]=2)[N:7]=1.Cl.C[OH:20], predict the reaction product. (4) Given the reactants [C:1]12(C(O)=O)[CH2:6][CH:4]([CH2:5]1)[CH2:3][CH2:2]2.CC[N:12]([CH:16](C)C)C(C)C.C1(P(N=[N+]=[N-])(C2C=CC=CC=2)=[O:26])C=CC=CC=1.[C:36]1([CH2:42][OH:43])[CH:41]=[CH:40][CH:39]=[CH:38][CH:37]=1, predict the reaction product. The product is: [C:1]12([NH:12][C:16](=[O:26])[O:43][CH2:42][C:36]3[CH:41]=[CH:40][CH:39]=[CH:38][CH:37]=3)[CH2:5][CH:4]([CH2:6]1)[CH2:3][CH2:2]2. (5) The product is: [CH3:8][CH:7]([N:9]1[C:13]([CH3:14])=[C:12]([CH2:15][C:16]2[CH:21]=[CH:20][C:19]([O:22][CH3:23])=[CH:18][C:17]=2[F:24])[C:11](=[O:25])[NH:10]1)[CH3:6]. Given the reactants CS(O)(=O)=O.[CH3:6][CH:7]([N:9]1[C:13]([CH3:14])=[C:12]([CH2:15][C:16]2[CH:21]=[CH:20][C:19]([O:22][CH3:23])=[CH:18][C:17]=2[F:24])[C:11](=[O:25])[NH:10]1)[CH3:8].[OH-].[Na+], predict the reaction product. (6) Given the reactants CS(O[CH2:6][C@@H:7]1[C@@H:24]([C@@:25]2([CH3:48])[CH2:30][CH2:29][C@H:28]([O:31][Si:32]([C:35]([CH3:38])([CH3:37])[CH3:36])([CH3:34])[CH3:33])[CH2:27][C@@H:26]2[CH2:39][O:40][Si:41]([C:44]([CH3:47])([CH3:46])[CH3:45])([CH3:43])[CH3:42])[CH2:23][CH2:22][C@@:21]2([CH3:49])[C@H:8]1[CH2:9][C@H:10]1[C@@H:20]2[C@H:19]([CH3:50])[C@@:12]2([CH2:17][CH2:16][C@@H:15]([CH3:18])[CH2:14][O:13]2)[O:11]1)(=O)=O.[N-:51]=[N+:52]=[N-:53].[Na+], predict the reaction product. The product is: [N:51]([CH2:6][C@@H:7]1[C@@H:24]([C@@:25]2([CH3:48])[CH2:30][CH2:29][C@H:28]([O:31][Si:32]([C:35]([CH3:36])([CH3:37])[CH3:38])([CH3:33])[CH3:34])[CH2:27][C@@H:26]2[CH2:39][O:40][Si:41]([C:44]([CH3:47])([CH3:46])[CH3:45])([CH3:43])[CH3:42])[CH2:23][CH2:22][C@@:21]2([CH3:49])[C@H:8]1[CH2:9][C@H:10]1[C@@H:20]2[C@H:19]([CH3:50])[C@@:12]2([CH2:17][CH2:16][C@@H:15]([CH3:18])[CH2:14][O:13]2)[O:11]1)=[N+:52]=[N-:53]. (7) Given the reactants [F:1][C:2]1[CH:7]=[CH:6][C:5]([C:8]2[NH:9][CH:10]=[C:11]([C:19]3[CH2:20][CH2:21][NH:22][CH2:23][CH:24]=3)[C:12]=2[C:13]2[CH:18]=[CH:17][N:16]=[CH:15][CH:14]=2)=[CH:4][CH:3]=1.[CH3:25][S:26]([C:29]1[CH:34]=[CH:33][C:32]([CH2:35][CH:36]=O)=[CH:31][CH:30]=1)(=[O:28])=[O:27].C(O)(=O)C.[Na], predict the reaction product. The product is: [F:1][C:2]1[CH:7]=[CH:6][C:5]([C:8]2[NH:9][CH:10]=[C:11]([C:19]3[CH2:20][CH2:21][N:22]([CH2:36][CH2:35][C:32]4[CH:31]=[CH:30][C:29]([S:26]([CH3:25])(=[O:28])=[O:27])=[CH:34][CH:33]=4)[CH2:23][CH:24]=3)[C:12]=2[C:13]2[CH:18]=[CH:17][N:16]=[CH:15][CH:14]=2)=[CH:4][CH:3]=1.